This data is from Catalyst prediction with 721,799 reactions and 888 catalyst types from USPTO. The task is: Predict which catalyst facilitates the given reaction. (1) Reactant: [Li]CCCC.[CH2:6]([N:13]([CH2:20][C:21]1[CH:26]=[CH:25][CH:24]=[CH:23][CH:22]=1)[CH2:14][C:15]([O:17][CH2:18][CH3:19])=[O:16])[C:7]1[CH:12]=[CH:11][CH:10]=[CH:9][CH:8]=1.[C:27](Cl)(=[O:30])[CH2:28][CH3:29]. The catalyst class is: 1. Product: [CH2:20]([N:13]([CH2:6][C:7]1[CH:8]=[CH:9][CH:10]=[CH:11][CH:12]=1)[C@@H:14]([C:27](=[O:30])[CH2:28][CH3:29])[C:15]([O:17][CH2:18][CH3:19])=[O:16])[C:21]1[CH:22]=[CH:23][CH:24]=[CH:25][CH:26]=1. (2) Reactant: C1(S([N:10]2[C:18]3[C:13](=[CH:14][CH:15]=[CH:16][CH:17]=3)[CH:12]=[C:11]2[C:19]([O-:21])=O)(=O)=O)C=CC=CC=1.[NH3:22]. Product: [NH:10]1[C:18]2[C:13](=[CH:14][CH:15]=[CH:16][CH:17]=2)[CH:12]=[C:11]1[C:19]([NH2:22])=[O:21]. The catalyst class is: 32. (3) Reactant: [Br:1][C:2]1[C:3]([N:18]2[CH2:21][C:20]([F:23])([F:22])[CH2:19]2)=[C:4]([C@H:10]([OH:17])[C:11]([O:13][CH:14]([CH3:16])[CH3:15])=[O:12])[C:5]([CH3:9])=[N:6][C:7]=1[CH3:8]. Product: [Br:1][C:2]1[C:3]([N:18]2[CH2:19][C:20]([F:23])([F:22])[CH2:21]2)=[C:4]([C@H:10]([O:17][C:4]([CH3:10])([CH3:5])[CH3:3])[C:11]([O:13][CH:14]([CH3:16])[CH3:15])=[O:12])[C:5]([CH3:9])=[N:6][C:7]=1[CH3:8]. The catalyst class is: 2. (4) Reactant: [H-].[Al+3].[Li+].[H-].[H-].[H-].[Br:7][C:8]1[CH:15]=[C:14]([CH2:16][CH3:17])[C:11]([C:12]#[N:13])=[C:10]([CH2:18][CH3:19])[CH:9]=1.O.O.O.O.O.O.O.O.O.O.S([O-])([O-])(=O)=O.[Na+].[Na+]. Product: [Br:7][C:8]1[CH:9]=[C:10]([CH2:18][CH3:19])[C:11]([CH2:12][NH2:13])=[C:14]([CH2:16][CH3:17])[CH:15]=1. The catalyst class is: 1. (5) Reactant: C[O:2][C:3]([C@@H:5]1[CH2:9][C@@H:8]([O:10][C:11]2[C:20]3[C:15](=[CH:16][C:17]([O:21][CH3:22])=[CH:18][CH:19]=3)[N:14]=[C:13]([C:23]3[N:24]=[C:25]([NH:28][CH:29]([CH3:31])[CH3:30])[S:26][CH:27]=3)[CH:12]=2)[CH2:7][N:6]1[C:32](=[O:45])[C@@H:33]([NH:37][C:38]([O:40][C:41]([CH3:44])([CH3:43])[CH3:42])=[O:39])[CH:34]([CH3:36])[CH3:35])=[O:4].CO.O.O[Li].O. Product: [C:41]([O:40][C:38]([NH:37][C@@H:33]([CH:34]([CH3:36])[CH3:35])[C:32]([N:6]1[CH2:7][C@H:8]([O:10][C:11]2[C:20]3[C:15](=[CH:16][C:17]([O:21][CH3:22])=[CH:18][CH:19]=3)[N:14]=[C:13]([C:23]3[N:24]=[C:25]([NH:28][CH:29]([CH3:31])[CH3:30])[S:26][CH:27]=3)[CH:12]=2)[CH2:9][C@H:5]1[C:3]([OH:4])=[O:2])=[O:45])=[O:39])([CH3:42])([CH3:43])[CH3:44]. The catalyst class is: 1.